Dataset: Merck oncology drug combination screen with 23,052 pairs across 39 cell lines. Task: Regression. Given two drug SMILES strings and cell line genomic features, predict the synergy score measuring deviation from expected non-interaction effect. (1) Drug 1: O=C(CCCCCCC(=O)Nc1ccccc1)NO. Synergy scores: synergy=-7.87. Drug 2: Cn1nnc2c(C(N)=O)ncn2c1=O. Cell line: OCUBM. (2) Drug 1: CN1C(=O)C=CC2(C)C3CCC4(C)C(NC(=O)OCC(F)(F)F)CCC4C3CCC12. Drug 2: COC1CC2CCC(C)C(O)(O2)C(=O)C(=O)N2CCCCC2C(=O)OC(C(C)CC2CCC(OP(C)(C)=O)C(OC)C2)CC(=O)C(C)C=C(C)C(O)C(OC)C(=O)C(C)CC(C)C=CC=CC=C1C. Cell line: T47D. Synergy scores: synergy=19.4.